This data is from HIV replication inhibition screening data with 41,000+ compounds from the AIDS Antiviral Screen. The task is: Binary Classification. Given a drug SMILES string, predict its activity (active/inactive) in a high-throughput screening assay against a specified biological target. The compound is CCN(CC)C(=S)S[Se](SC(=S)N(CC)CC)(SC(=S)N(CC)CC)SC(=S)N(CC)CC. The result is 0 (inactive).